Dataset: Catalyst prediction with 721,799 reactions and 888 catalyst types from USPTO. Task: Predict which catalyst facilitates the given reaction. (1) Reactant: [F:1][C:2]1[CH:3]=[C:4]([NH:9][C:10]2[N:14]=[C:13]([CH2:15][CH2:16][C:17]([OH:19])=O)[N:12]([C:20]3[CH:29]=[CH:28][C:23]4[O:24][CH2:25][CH2:26][O:27][C:22]=4[CH:21]=3)[N:11]=2)[CH:5]=[CH:6][C:7]=1[F:8].ON1C2C=CC=CC=2N=N1.Cl.[CH3:41][N:42](C)[CH2:43]CCN=C=NCC.C(N(C(C)C)C(C)C)C.Cl.CNC. Product: [F:1][C:2]1[CH:3]=[C:4]([NH:9][C:10]2[N:14]=[C:13]([CH2:15][CH2:16][C:17]([N:42]([CH3:43])[CH3:41])=[O:19])[N:12]([C:20]3[CH:29]=[CH:28][C:23]4[O:24][CH2:25][CH2:26][O:27][C:22]=4[CH:21]=3)[N:11]=2)[CH:5]=[CH:6][C:7]=1[F:8]. The catalyst class is: 18. (2) Reactant: Cl[C:2]1[C:7]([S:8]([N:11]2[CH2:32][CH2:31][C:14]3([C:18](=[O:19])[N:17]([C:20]4[CH:25]=[CH:24][C:23]([O:26][C:27]([F:30])([F:29])[F:28])=[CH:22][CH:21]=4)[CH2:16][CH2:15]3)[CH2:13][CH2:12]2)(=[O:10])=[O:9])=[CH:6][CH:5]=[CH:4][N:3]=1.[CH3:33][NH2:34].C(O)C. Product: [CH3:33][NH:34][C:2]1[C:7]([S:8]([N:11]2[CH2:32][CH2:31][C:14]3([C:18](=[O:19])[N:17]([C:20]4[CH:21]=[CH:22][C:23]([O:26][C:27]([F:29])([F:28])[F:30])=[CH:24][CH:25]=4)[CH2:16][CH2:15]3)[CH2:13][CH2:12]2)(=[O:9])=[O:10])=[CH:6][CH:5]=[CH:4][N:3]=1. The catalyst class is: 13. (3) Reactant: [Cl:1][C:2]1[CH:3]=[C:4]([C:9]2[O:15][C:12]([CH:13]=O)=[CH:11][CH:10]=2)[CH:5]=[CH:6][C:7]=1[Cl:8].[C:16]([O-])(=O)[CH3:17].[NH4+:20]. Product: [Cl:1][C:2]1[CH:3]=[C:4]([C:9]2[O:15][C:12](/[CH:13]=[C:16](/[NH2:20])\[CH3:17])=[CH:11][CH:10]=2)[CH:5]=[CH:6][C:7]=1[Cl:8]. The catalyst class is: 15. (4) Reactant: N1C2C(=CC=CC=2)C=CC=1.[Br:11][C:12]1[C:20]2[S:19][C:18](C(O)=O)=[CH:17][C:16]=2[CH:15]=[C:14]([C:24]([F:27])([F:26])[F:25])[CH:13]=1. Product: [Br:11][C:12]1[C:20]2[S:19][CH:18]=[CH:17][C:16]=2[CH:15]=[C:14]([C:24]([F:27])([F:25])[F:26])[CH:13]=1. The catalyst class is: 536. (5) Reactant: [Cl:1][C:2]1[CH:7]=[CH:6][C:5]([Cl:8])=[CH:4][C:3]=1[CH2:9][C:10]([OH:12])=O.[CH2:13]([O:15][C:16](=[O:20])[CH2:17][N+:18]#[CH:19])[CH3:14].C1N=CN(C(N2C=NC=C2)=O)C=1.CC([O-])(C)C.[K+]. Product: [Cl:1][C:2]1[CH:7]=[CH:6][C:5]([Cl:8])=[CH:4][C:3]=1[CH2:9][C:10]1[O:12][CH:19]=[N:18][C:17]=1[C:16]([O:15][CH2:13][CH3:14])=[O:20]. The catalyst class is: 35.